From a dataset of Reaction yield outcomes from USPTO patents with 853,638 reactions. Predict the reaction yield, written as a fraction of the theoretical maximum amount of product (1.0 means a 100% yield; for example, 0.34 means a 34% yield). (1) The reactants are [ClH:1].Cl.[CH2:3]([N:12]1[CH2:17][CH2:16][NH:15][CH2:14][CH2:13]1)[CH:4]=[CH:5][C:6]1[CH:11]=[CH:10][CH:9]=[CH:8][CH:7]=1.Br[CH:19]([CH3:35])[C:20]([C:22]1[CH:31]=[CH:30][C:29]2[C:24](=[CH:25][CH:26]=[C:27]([O:33][CH3:34])[C:28]=2[Cl:32])[CH:23]=1)=[O:21].C([O-])([O-])=O.[K+].[K+]. The catalyst is C(Cl)(Cl)Cl. The product is [ClH:32].[ClH:1].[CH2:3]([N:12]1[CH2:17][CH2:16][N:15]([CH:19]([C:20]([C:22]2[CH:31]=[CH:30][C:29]3[C:24](=[CH:25][CH:26]=[C:27]([O:33][CH3:34])[C:28]=3[Cl:32])[CH:23]=2)=[O:21])[CH3:35])[CH2:14][CH2:13]1)[CH:4]=[CH:5][C:6]1[CH:11]=[CH:10][CH:9]=[CH:8][CH:7]=1. The yield is 0.700. (2) The reactants are [CH3:1][C:2]1[O:6][C:5]([CH:7]([NH2:13])[C:8]2([CH3:12])[CH2:11][O:10][CH2:9]2)=[CH:4][CH:3]=1.C([O:16][C:17]1[C:20](=[O:21])[C:19](=O)[C:18]=1[NH:23][C:24]1[C:25]([OH:33])=[C:26]([CH:30]=[CH:31][CH:32]=1)[C:27]([OH:29])=[O:28])C. The catalyst is CO. The product is [OH:33][C:25]1[C:24]([NH:23][C:18]2[C:17](=[O:16])[C:20](=[O:21])[C:19]=2[NH:13][CH:7]([C:5]2[O:6][C:2]([CH3:1])=[CH:3][CH:4]=2)[C:8]2([CH3:12])[CH2:9][O:10][CH2:11]2)=[CH:32][CH:31]=[CH:30][C:26]=1[C:27]([OH:29])=[O:28]. The yield is 0.440. (3) The reactants are [N+:1]([C:4]1[CH:5]=[N:6][CH:7]=[CH:8][C:9]=1[N:10]1[CH2:15][C@H:14]([C:16]([F:19])([F:18])[F:17])[CH2:13][C@H:12]([NH:20][C:21](=[O:27])[O:22][C:23]([CH3:26])([CH3:25])[CH3:24])[CH2:11]1)([O-])=O.CC(O)=O. The catalyst is [Fe].O. The product is [NH2:1][C:4]1[CH:5]=[N:6][CH:7]=[CH:8][C:9]=1[N:10]1[CH2:15][C@H:14]([C:16]([F:17])([F:19])[F:18])[CH2:13][C@H:12]([NH:20][C:21](=[O:27])[O:22][C:23]([CH3:25])([CH3:24])[CH3:26])[CH2:11]1. The yield is 1.00. (4) The reactants are [Cl:1][C:2]1[CH:7]=[CH:6][C:5]([CH2:8]Cl)=[CH:4][N:3]=1.[NH2:10][C:11]1[CH:16]=[CH:15][CH:14]=[CH:13][N:12]=1. The catalyst is C(O)C. The product is [Cl-:1].[Cl:1][C:2]1[N:3]=[CH:4][C:5]([CH2:8][N+:12]2[CH:13]=[CH:14][CH:15]=[CH:16][C:11]=2[NH2:10])=[CH:6][CH:7]=1. The yield is 0.550. (5) The yield is 0.890. The catalyst is CO.[Pd]. The reactants are [CH3:1][S:2]([C:5]1[CH:6]=[CH:7][C:8]([C:11]#[N:12])=[N:9][CH:10]=1)(=[O:4])=[O:3].[ClH:13].[H][H]. The product is [ClH:13].[CH3:1][S:2]([C:5]1[CH:6]=[CH:7][C:8]([CH2:11][NH2:12])=[N:9][CH:10]=1)(=[O:4])=[O:3]. (6) The reactants are [NH2:1][C:2]1[CH:7]=[CH:6][C:5]([CH:8]([CH3:16])[C:9]([O:11][C:12]([CH3:15])([CH3:14])[CH3:13])=[O:10])=[CH:4][C:3]=1[Br:17].Br[CH2:19][C:20]1[CH:29]=[CH:28][CH:27]=[CH:26][C:21]=1[C:22]([O:24][CH3:25])=[O:23].C(N(C(C)C)CC)(C)C. The catalyst is C(O)C. The product is [Br:17][C:3]1[CH:4]=[C:5]([CH:8]([CH3:16])[C:9]([O:11][C:12]([CH3:13])([CH3:15])[CH3:14])=[O:10])[CH:6]=[CH:7][C:2]=1[NH:1][CH2:19][C:20]1[CH:29]=[CH:28][CH:27]=[CH:26][C:21]=1[C:22]([O:24][CH3:25])=[O:23]. The yield is 0.480. (7) The reactants are [F:1][CH:2]([F:12])[C:3]1[C:7]([C:8](Cl)=[O:9])=[CH:6][N:5]([CH3:11])[N:4]=1.Cl.[Cl:14][C:15]1[CH:20]=[C:19]([Cl:21])[CH:18]=[CH:17][C:16]=1[C:22]([F:26])([CH3:25])[CH2:23][NH2:24].C(N(CC)CC)C. The catalyst is ClCCl. The product is [Cl:14][C:15]1[CH:20]=[C:19]([Cl:21])[CH:18]=[CH:17][C:16]=1[C:22]([F:26])([CH3:25])[CH2:23][NH:24][C:8]([C:7]1[C:3]([CH:2]([F:12])[F:1])=[N:4][N:5]([CH3:11])[CH:6]=1)=[O:9]. The yield is 0.650. (8) The reactants are [Br:1][C:2]1[CH:7]=[CH:6][C:5]([C:8]2([C:12](=O)[CH3:13])[CH2:11][CH2:10][CH2:9]2)=[CH:4][CH:3]=1.BrC1C=CC(C2(C(=O)CCCCCCCC)CC2)=CC=1.O.NN.[OH-].[K+]. No catalyst specified. The product is [Br:1][C:2]1[CH:7]=[CH:6][C:5]([C:8]2([CH2:12][CH3:13])[CH2:11][CH2:10][CH2:9]2)=[CH:4][CH:3]=1. The yield is 0.830. (9) The reactants are Br[C:2]1[CH:3]=[C:4]([CH:7]=[CH:8][C:9]=1[O:10][CH3:11])[C:5]#[N:6].C([Mg]Cl)(C)C.[B:17](OC)([O:20]C)[O:18]C. The catalyst is O1CCCC1. The product is [C:5]([C:4]1[CH:7]=[CH:8][C:9]([O:10][CH3:11])=[C:2]([B:17]([OH:20])[OH:18])[CH:3]=1)#[N:6]. The yield is 0.990.